From a dataset of Experimentally validated miRNA-target interactions with 360,000+ pairs, plus equal number of negative samples. Binary Classification. Given a miRNA mature sequence and a target amino acid sequence, predict their likelihood of interaction. (1) The miRNA is hsa-miR-3179 with sequence AGAAGGGGUGAAAUUUAAACGU. The protein sequence of the target gene is MNKRYLQKATQGKLLIIIFIVTLWGKAVSSANHHKAHHVRTGTCEVVALHRCCNKNKIEERSQTVKCSCFPGQVAGTTRAAPSCVDASIVEQKWWCHMQPCLEGEECKVLPDRKGWSCSSGNKVKTTRVTH. Result: 0 (no interaction). (2) The miRNA is hsa-miR-26b-5p with sequence UUCAAGUAAUUCAGGAUAGGU. The protein sequence of the target gene is MVPSRRTWNLGATPSLRGLWRVGRAPEPEPGMARPAPAPASPAARPFPHTGPGRLRTGRGKDTPVCGDEDSSARSAARPALAQCRALSVDWAGPGSPHGLYLTLQVEHLKEKLISQAQEVSRLRSELGGTDLEKHRDLLMVENERLRQEMRRCEAELQELRTKPAGPCPGCEHSQESAQLRDKLSQLQLEMAESKGMLSELNLEVQQKTDRLAEVELRLKDCLAEKAQEEERLSRRLRDSHETIASLRAQSPPVKYVIKTVEVESSKTKQALSESQARNQHLQEQVAMQRQVLKEMEQQL.... Result: 1 (interaction).